The task is: Predict the reactants needed to synthesize the given product.. This data is from Full USPTO retrosynthesis dataset with 1.9M reactions from patents (1976-2016). (1) Given the product [F:8][C:7]1[CH:6]=[CH:5][C:4]([NH:9][C:10]2[N:15]=[C:14]([C:16]([F:19])([F:18])[F:17])[CH:13]=[CH:12][N:11]=2)=[CH:3][C:2]=1[B:20]1[O:24][C:23]([CH3:26])([CH3:25])[C:22]([CH3:28])([CH3:27])[O:21]1, predict the reactants needed to synthesize it. The reactants are: Br[C:2]1[CH:3]=[C:4]([NH:9][C:10]2[N:15]=[C:14]([C:16]([F:19])([F:18])[F:17])[CH:13]=[CH:12][N:11]=2)[CH:5]=[CH:6][C:7]=1[F:8].[B:20]1([B:20]2[O:24][C:23]([CH3:26])([CH3:25])[C:22]([CH3:28])([CH3:27])[O:21]2)[O:24][C:23]([CH3:26])([CH3:25])[C:22]([CH3:28])([CH3:27])[O:21]1.C([O-])(=O)C.[K+].CS(C)=O. (2) Given the product [CH:2]1([C:5]2[CH:6]=[C:7]([CH3:17])[C:8]([N:11]3[CH2:12][CH2:13][NH:14][CH2:15][CH2:16]3)=[N:9][CH:10]=2)[CH2:4][CH2:3]1, predict the reactants needed to synthesize it. The reactants are: Cl.[CH:2]1([C:5]2[CH:6]=[C:7]([CH3:17])[C:8]([N:11]3[CH2:16][CH2:15][NH:14][CH2:13][CH2:12]3)=[N:9][CH:10]=2)[CH2:4][CH2:3]1.C(OCC)(=O)C.[OH-].[Na+].[Cl-].[Na+]. (3) Given the product [CH3:15][O:14][C:11]1[CH:12]=[CH:13][C:8]([CH2:7][N:6]2[C:2]([NH:1][S:22]([CH3:21])(=[O:24])=[O:23])=[C:3]([C:16]([OH:18])=[O:17])[N:4]=[N:5]2)=[CH:9][CH:10]=1, predict the reactants needed to synthesize it. The reactants are: [NH2:1][C:2]1[N:6]([CH2:7][C:8]2[CH:13]=[CH:12][C:11]([O:14][CH3:15])=[CH:10][CH:9]=2)[N:5]=[N:4][C:3]=1[C:16]([O:18]CC)=[O:17].[CH3:21][S:22](Cl)(=[O:24])=[O:23]. (4) Given the product [Br:25][C:9]1[S:8][C:7]([C:1]2[CH:2]=[CH:3][CH:4]=[CH:5][CH:6]=2)=[N:11][C:10]=1[C:12]([OH:14])=[O:13], predict the reactants needed to synthesize it. The reactants are: [C:1]1([C:7]2[S:8][CH:9]=[C:10]([C:12]([OH:14])=[O:13])[N:11]=2)[CH:6]=[CH:5][CH:4]=[CH:3][CH:2]=1.C1COCC1.[Li]CCCC.[Br:25]Br. (5) Given the product [S:1]([O:21][CH2:22][CH3:23])([O:3][CH2:4][C:5]([O:14][CH2:15][CH2:16][CH2:17][CH2:18][CH2:19][CH3:20])([O:7][CH2:8][CH2:9][CH2:10][CH2:11][CH2:12][CH3:13])[CH3:6])(=[O:24])=[O:2], predict the reactants needed to synthesize it. The reactants are: [S:1]([O:21][CH2:22][CH3:23])([O:3][CH2:4][C:5]([O:14][CH2:15][CH2:16][CH2:17][CH2:18][CH2:19][CH3:20])([O:7][CH2:8][CH2:9][CH2:10][CH2:11][CH2:12][CH3:13])[CH3:6])=[O:2].[OH2:24]. (6) Given the product [N:17]1[CH:18]=[CH:19][C:14]([C:12]2[S:11][CH:10]=[C:9]([NH2:8])[CH:13]=2)=[N:15][CH:16]=1, predict the reactants needed to synthesize it. The reactants are: C(OC([NH:8][C:9]1[CH:13]=[C:12]([C:14]2[CH:19]=[CH:18][N:17]=[CH:16][N:15]=2)[S:11][CH:10]=1)=O)(C)(C)C.C(O)(C(F)(F)F)=O. (7) Given the product [ClH:1].[NH2:8][C:6]1[N:5]=[C:4]([NH2:9])[CH:3]=[C:2]([C:16]2[CH:17]=[CH:18][C:13]([C:10]([OH:12])=[O:11])=[CH:14][CH:15]=2)[N:7]=1, predict the reactants needed to synthesize it. The reactants are: [Cl:1][C:2]1[N:7]=[C:6]([NH2:8])[N:5]=[C:4]([NH2:9])[CH:3]=1.[C:10]([C:13]1[CH:18]=[CH:17][C:16](B(O)O)=[CH:15][CH:14]=1)([OH:12])=[O:11].C(O)C.C(=O)([O-])[O-].[Na+].[Na+]. (8) Given the product [CH3:11][O:10][C:4]1[CH:5]=[C:6]([O:8][CH3:9])[N:7]=[C:2]([C:18]2[CH:19]=[C:14]([CH:15]=[CH:16][CH:17]=2)[CH:12]=[O:13])[N:3]=1, predict the reactants needed to synthesize it. The reactants are: Cl[C:2]1[N:7]=[C:6]([O:8][CH3:9])[CH:5]=[C:4]([O:10][CH3:11])[N:3]=1.[CH:12]([C:14]1[CH:15]=[C:16](B(O)O)[CH:17]=[CH:18][CH:19]=1)=[O:13].